From a dataset of Full USPTO retrosynthesis dataset with 1.9M reactions from patents (1976-2016). Predict the reactants needed to synthesize the given product. (1) Given the product [F:15][C:16]([F:29])([F:28])[S:17]([O:20][Si:9]([CH2:1][CH2:2][CH2:3][CH2:4][CH2:5][CH2:6][CH2:7][CH3:8])([CH3:14])[CH3:13])(=[O:19])=[O:18], predict the reactants needed to synthesize it. The reactants are: [CH2:1]([Si:9]([CH3:14])([CH3:13])N(C)C)[CH2:2][CH2:3][CH2:4][CH2:5][CH2:6][CH2:7][CH3:8].[F:15][C:16]([F:29])([F:28])[S:17]([O:20]S(C(F)(F)F)(=O)=O)(=[O:19])=[O:18]. (2) The reactants are: [CH3:1][C:2]1[O:3][C:4]([CH3:36])=[CH:5][C:6]=1[C:7]([NH:9][C:10]1[CH:15]=[CH:14][C:13]([C:16]2[CH:24]=[C:23]3[C:19]([C:20]([C:25]([NH:27][CH2:28][CH2:29][N:30]4[CH2:35][CH2:34][O:33][CH2:32][CH2:31]4)=[O:26])=[N:21][NH:22]3)=[CH:18][CH:17]=2)=[CH:12][CH:11]=1)=[O:8].[ClH:37]. Given the product [ClH:37].[CH3:1][C:2]1[O:3][C:4]([CH3:36])=[CH:5][C:6]=1[C:7]([NH:9][C:10]1[CH:11]=[CH:12][C:13]([C:16]2[CH:24]=[C:23]3[C:19]([C:20]([C:25]([NH:27][CH2:28][CH2:29][N:30]4[CH2:35][CH2:34][O:33][CH2:32][CH2:31]4)=[O:26])=[N:21][NH:22]3)=[CH:18][CH:17]=2)=[CH:14][CH:15]=1)=[O:8], predict the reactants needed to synthesize it. (3) Given the product [Br:15][C:16]1[C:24]([O:25][CH3:26])=[CH:23][C:19]([C:20]([NH:10][S:7]([C:2]2[CH:3]=[CH:4][CH:5]=[CH:6][C:1]=2[S:11](=[O:13])(=[O:12])[NH2:14])(=[O:9])=[O:8])=[O:21])=[CH:18][C:17]=1[O:27][CH3:28], predict the reactants needed to synthesize it. The reactants are: [C:1]1([S:11]([NH2:14])(=[O:13])=[O:12])[C:2]([S:7]([NH2:10])(=[O:9])=[O:8])=[CH:3][CH:4]=[CH:5][CH:6]=1.[Br:15][C:16]1[C:24]([O:25][CH3:26])=[CH:23][C:19]([C:20](O)=[O:21])=[CH:18][C:17]=1[O:27][CH3:28].Cl.CN(C)CCCN=C=NCC.O. (4) Given the product [F:43][C:41]1[CH:40]=[CH:39][CH:38]=[C:37]2[C:42]=1[NH:34][C:35]([C:21]1[C:19]3[N:20]=[C:15]([NH:14][C@@H:9]4[CH2:10][CH2:11][CH2:12][CH2:13][C@@H:8]4[NH:7][C:6](=[O:26])[O:5][C:1]([CH3:4])([CH3:3])[CH3:2])[N:16]=[CH:17][C:18]=3[CH:24]=[N:23][CH:22]=1)=[CH:36]2, predict the reactants needed to synthesize it. The reactants are: [C:1]([O:5][C:6](=[O:26])[NH:7][C@H:8]1[CH2:13][CH2:12][CH2:11][CH2:10][C@H:9]1[NH:14][C:15]1[N:16]=[CH:17][C:18]2[CH:24]=[N:23][CH:22]=[C:21](I)[C:19]=2[N:20]=1)([CH3:4])([CH3:3])[CH3:2].C([N:34]1[C:42]2[C:37](=[CH:38][CH:39]=[CH:40][C:41]=2[F:43])[CH:36]=[C:35]1B(O)O)(OC(C)(C)C)=O.C1(P(C2CCCCC2)C2C=CC=CC=2C2C(OC)=CC=CC=2OC)CCCCC1.C(=O)([O-])[O-].[K+].[K+].COCCOC.O. (5) Given the product [Br:26][C:27]1[CH:28]=[C:29]([C:6]2[N:7]=[C:2]([CH3:1])[CH:3]=[C:4]([C:16]3[CH:17]=[N:18][C:19]([C:22]([F:24])([F:25])[F:23])=[CH:20][CH:21]=3)[CH:5]=2)[CH:30]=[CH:31][CH:32]=1, predict the reactants needed to synthesize it. The reactants are: [CH3:1][C:2]1[N:7]=[C:6](OS(C(F)(F)F)(=O)=O)[CH:5]=[C:4]([C:16]2[CH:17]=[N:18][C:19]([C:22]([F:25])([F:24])[F:23])=[CH:20][CH:21]=2)[CH:3]=1.[Br:26][C:27]1[CH:28]=[C:29](B(O)O)[CH:30]=[CH:31][CH:32]=1. (6) Given the product [Cl:13][C:5]1[C:4]([Cl:14])=[CH:3][C:2](/[CH:23]=[CH:24]/[CH2:25][O:26][CH3:27])=[CH:7][C:6]=1[CH2:8][NH:9][CH:10]1[CH2:12][CH2:11]1, predict the reactants needed to synthesize it. The reactants are: Br[C:2]1[CH:3]=[C:4]([Cl:14])[C:5]([Cl:13])=[C:6]([CH2:8][NH:9][CH:10]2[CH2:12][CH2:11]2)[CH:7]=1.CC1(C)C(C)(C)OB(/[CH:23]=[CH:24]/[CH2:25][O:26][CH3:27])O1.CN(C=O)C.C([O-])([O-])=O.[Na+].[Na+]. (7) Given the product [OH:23][C@@H:18]1[CH2:19][CH2:20][CH2:21][CH2:22][C@H:17]1[O:16][C:10]1[CH:11]=[CH:12][CH:13]=[C:14]2[C:9]=1[C:8](=[O:24])[N:7]([CH2:6][C:5]1[CH:25]=[CH:26][C:2]([C:32]3[CH:33]=[C:28]([CH3:27])[N:29]=[N:30][CH:31]=3)=[CH:3][CH:4]=1)[CH2:15]2, predict the reactants needed to synthesize it. The reactants are: Br[C:2]1[CH:26]=[CH:25][C:5]([CH2:6][N:7]2[CH2:15][C:14]3[C:9](=[C:10]([O:16][C@@H:17]4[CH2:22][CH2:21][CH2:20][CH2:19][C@H:18]4[OH:23])[CH:11]=[CH:12][CH:13]=3)[C:8]2=[O:24])=[CH:4][CH:3]=1.[CH3:27][C:28]1[N:29]=[N:30][CH:31]=[C:32](B2OC(C)(C)C(C)(C)O2)[CH:33]=1.C(=O)([O-])[O-].[Na+].[Na+]. (8) Given the product [Cl:1][C:2]1[C:7]2[N:8]=[C:9]([CH3:15])[O:10][C:6]=2[CH:5]=[CH:4][CH:3]=1, predict the reactants needed to synthesize it. The reactants are: [Cl:1][C:2]1[C:7]2[NH:8][C:9](=O)[O:10][C:6]=2[CH:5]=[CH:4][CH:3]=1.[Li+].[OH-].Cl.[C:15](O)(=O)C.